Dataset: Forward reaction prediction with 1.9M reactions from USPTO patents (1976-2016). Task: Predict the product of the given reaction. (1) The product is: [Cl:9][C:8]1[N:7]=[C:6]([S:10][CH3:11])[N:5]=[C:4]2[N:12]([C:13]3[C:14]([F:20])=[CH:15][CH:16]=[CH:17][C:18]=3[F:19])[C:21](=[O:22])[NH:1][CH2:2][C:3]=12. Given the reactants [NH2:1][CH2:2][C:3]1[C:4]([NH:12][C:13]2[C:18]([F:19])=[CH:17][CH:16]=[CH:15][C:14]=2[F:20])=[N:5][C:6]([S:10][CH3:11])=[N:7][C:8]=1[Cl:9].[C:21](C1NC=CN=1)(C1NC=CN=1)=[O:22], predict the reaction product. (2) Given the reactants CC([N:5]([C@H:9]([C:11]1([OH:34])[CH2:14][N:13]([C:15]([C:17]2[C:22]([NH:23][C:24]3[CH:29]=[CH:28][C:27]([I:30])=[CH:26][C:25]=3[F:31])=[CH:21][C:20](=[O:32])[N:19]([CH3:33])[N:18]=2)=[O:16])[CH2:12]1)[CH3:10])C(=O)[O-])(C)C.Cl.C[OH:37], predict the reaction product. The product is: [C:20]([OH:32])(=[O:37])[CH3:21].[NH2:5][C@H:9]([C:11]1([OH:34])[CH2:14][N:13]([C:15]([C:17]2[C:22]([NH:23][C:24]3[CH:29]=[CH:28][C:27]([I:30])=[CH:26][C:25]=3[F:31])=[CH:21][C:20](=[O:32])[N:19]([CH3:33])[N:18]=2)=[O:16])[CH2:12]1)[CH3:10]. (3) Given the reactants [NH2:1]/[C:2](=[N:38]\[OH:39])/[CH:3]([NH:14][C:15](=[O:37])[CH2:16][N:17]1[C:21](=[O:22])[N:20]([CH2:23][C@H:24]([OH:29])[C:25]([F:28])([F:27])[F:26])[C:19]([C:30]2[CH:35]=[CH:34][C:33]([Cl:36])=[CH:32][CH:31]=2)=[N:18]1)[C:4]1[CH:9]=[CH:8][CH:7]=[C:6]([C:10]([F:13])([F:12])[F:11])[CH:5]=1.[CH:40](OCC)(OCC)OCC, predict the reaction product. The product is: [Cl:36][C:33]1[CH:32]=[CH:31][C:30]([C:19]2[N:20]([CH2:23][C@H:24]([OH:29])[C:25]([F:26])([F:27])[F:28])[C:21](=[O:22])[N:17]([CH2:16][C:15]([NH:14][CH:3]([C:2]3[N:1]=[CH:40][O:39][N:38]=3)[C:4]3[CH:9]=[CH:8][CH:7]=[C:6]([C:10]([F:11])([F:13])[F:12])[CH:5]=3)=[O:37])[N:18]=2)=[CH:35][CH:34]=1. (4) The product is: [CH2:1]([C:5]1[N:6]([NH:18][CH:19]([CH3:20])[CH3:21])[C:7]2[C:16]3[CH:15]=[CH:14][CH:13]=[CH:12][C:11]=3[N+:10]([O-:27])=[CH:9][C:8]=2[N:17]=1)[CH2:2][CH2:3][CH3:4]. Given the reactants [CH2:1]([C:5]1[N:6]([NH:18][CH:19]([CH3:21])[CH3:20])[C:7]2[C:16]3[CH:15]=[CH:14][CH:13]=[CH:12][C:11]=3[N:10]=[CH:9][C:8]=2[N:17]=1)[CH2:2][CH2:3][CH3:4].ClC1C=C(C=CC=1)C(OO)=[O:27], predict the reaction product. (5) Given the reactants [NH2:1][C:2]1[N:10]=[C:9]2[C:5]([N:6]=[CH:7][N:8]2[CH2:11][C:12]([OH:14])=O)=[C:4]([C:15]2[O:16][CH:17]=[CH:18][CH:19]=2)[N:3]=1.CCN=C=NCCCN(C)C.[NH2:31][C:32]1[CH:37]=[CH:36][CH:35]=[CH:34][CH:33]=1, predict the reaction product. The product is: [NH2:1][C:2]1[N:10]=[C:9]2[C:5]([N:6]=[CH:7][N:8]2[CH2:11][C:12]([NH:31][C:32]2[CH:37]=[CH:36][CH:35]=[CH:34][CH:33]=2)=[O:14])=[C:4]([C:15]2[O:16][CH:17]=[CH:18][CH:19]=2)[N:3]=1. (6) Given the reactants [OH:1][C:2]1[C:11]([OH:12])=[C:10]([O:13][CH3:14])[CH:9]=[CH:8][C:3]=1[C:4]([O:6][CH3:7])=[O:5].Br[CH2:16][C:17]1([CH2:23]Br)[CH2:22][O:21][CH2:20][O:19][CH2:18]1.C([O-])([O-])=O.[K+].[K+], predict the reaction product. The product is: [CH3:7][O:6][C:4]([C:3]1[C:2]2[O:1][CH2:23][C:17]3([CH2:22][O:21][CH2:20][O:19][CH2:18]3)[CH2:16][O:12][C:11]=2[C:10]([O:13][CH3:14])=[CH:9][CH:8]=1)=[O:5].